From a dataset of Forward reaction prediction with 1.9M reactions from USPTO patents (1976-2016). Predict the product of the given reaction. Given the reactants [CH:1]1([Mg]Br)[CH2:3][CH2:2]1.[CH:6]1([C:9]2[NH:13][C:12]3[CH:14]=[C:15]([C:26]4[C:27]([CH3:32])=[N:28][O:29][C:30]=4[CH3:31])[CH:16]=[C:17]([C:18]([C:20]4[CH:25]=[CH:24][CH:23]=[CH:22][N:21]=4)=[O:19])[C:11]=3[N:10]=2)[CH2:8][CH2:7]1, predict the reaction product. The product is: [CH:1]1([C:18]([C:17]2[C:11]3[N:10]=[C:9]([CH:6]4[CH2:7][CH2:8]4)[NH:13][C:12]=3[CH:14]=[C:15]([C:26]3[C:27]([CH3:32])=[N:28][O:29][C:30]=3[CH3:31])[CH:16]=2)([C:20]2[CH:25]=[CH:24][CH:23]=[CH:22][N:21]=2)[OH:19])[CH2:3][CH2:2]1.